From a dataset of Full USPTO retrosynthesis dataset with 1.9M reactions from patents (1976-2016). Predict the reactants needed to synthesize the given product. Given the product [NH:23]1[CH2:24][CH2:25][CH:20]([CH2:19][CH2:18][O:17][CH2:16][CH:15]([N:14]2[C:10]3[C:9]4[CH:8]=[CH:7][CH:6]=[CH:5][C:4]=4[N:3]=[C:2]([NH2:1])[C:11]=3[N:12]=[CH:13]2)[CH2:33][CH3:34])[CH2:21][CH2:22]1, predict the reactants needed to synthesize it. The reactants are: [NH2:1][C:2]1[C:11]2[N:12]=[CH:13][N:14]([CH:15]([CH2:33][CH3:34])[CH2:16][O:17][CH2:18][CH2:19][CH:20]3[CH2:25][CH2:24][N:23](C(OC(C)(C)C)=O)[CH2:22][CH2:21]3)[C:10]=2[C:9]2[CH:8]=[CH:7][CH:6]=[CH:5][C:4]=2[N:3]=1.Cl.